This data is from Peptide-MHC class II binding affinity with 134,281 pairs from IEDB. The task is: Regression. Given a peptide amino acid sequence and an MHC pseudo amino acid sequence, predict their binding affinity value. This is MHC class II binding data. The peptide sequence is EICEVVLAKSPDTTC. The MHC is HLA-DQA10102-DQB10502 with pseudo-sequence HLA-DQA10102-DQB10502. The binding affinity (normalized) is 0.143.